Predict the reaction yield, written as a fraction of the theoretical maximum amount of product (1.0 means a 100% yield; for example, 0.34 means a 34% yield). From a dataset of Reaction yield outcomes from USPTO patents with 853,638 reactions. (1) The reactants are [F:1][C:2]1[CH:7]=[CH:6][C:5]([N:8]2[C:12]([C:13]3[CH:18]=[CH:17][C:16]([N+:19]([O-])=O)=[CH:15][CH:14]=3)=[CH:11][CH:10]=[C:9]2[C:22]2[CH:27]=[CH:26][C:25]([N+:28]([O-])=O)=[CH:24][CH:23]=2)=[CH:4][CH:3]=1.[Cl-].[NH4+].O. The catalyst is C(O)C.C1COCC1.[Fe]. The product is [F:1][C:2]1[CH:7]=[CH:6][C:5]([N:8]2[C:9]([C:22]3[CH:27]=[CH:26][C:25]([NH2:28])=[CH:24][CH:23]=3)=[CH:10][CH:11]=[C:12]2[C:13]2[CH:18]=[CH:17][C:16]([NH2:19])=[CH:15][CH:14]=2)=[CH:4][CH:3]=1. The yield is 0.770. (2) The reactants are [NH2:1][C@H:2]([C:4]([N:6]1[C:12](=[O:13])[CH:11]([CH3:14])[C:10]2[CH:15]=[CH:16][CH:17]=[CH:18][C:9]=2[C:8]2[C:19]([NH2:23])=[CH:20][CH:21]=[CH:22][C:7]1=2)=[O:5])[CH3:3].[CH2:24]([S:31](Cl)(=[O:33])=[O:32])[C:25]1[CH:30]=[CH:29][CH:28]=[CH:27][CH:26]=1. The catalyst is CN(C=O)C. The product is [CH2:24]([S:31]([NH:1][C@H:2]([C:4]([N:6]1[C:12](=[O:13])[CH:11]([CH3:14])[C:10]2[CH:15]=[CH:16][CH:17]=[CH:18][C:9]=2[C:8]2[C:19]([NH2:23])=[CH:20][CH:21]=[CH:22][C:7]1=2)=[O:5])[CH3:3])(=[O:33])=[O:32])[C:25]1[CH:30]=[CH:29][CH:28]=[CH:27][CH:26]=1. The yield is 0.350. (3) The reactants are [CH3:1][N:2]1[CH2:7][CH2:6][N:5]([C:8]2[CH:13]=[CH:12][C:11]([N+:14]([O-])=O)=[C:10]([C:17]3[C:21]([CH3:22])=[CH:20][S:19][CH:18]=3)[CH:9]=2)[CH2:4][CH2:3]1. The catalyst is [Pd]. The product is [CH3:1][N:2]1[CH2:7][CH2:6][N:5]([C:8]2[CH:13]=[CH:12][C:11]([NH2:14])=[C:10]([C:17]3[C:21]([CH3:22])=[CH:20][S:19][CH:18]=3)[CH:9]=2)[CH2:4][CH2:3]1. The yield is 0.890. (4) The reactants are [ClH:1].Cl.[NH2:3][CH:4]1[CH2:9][CH2:8][N:7]([CH2:10][CH2:11][N:12]2[C:21]3[C:16](=[N:17][CH:18]=[C:19]([O:22][CH3:23])[CH:20]=3)[CH:15]=[CH:14][C:13]2=[O:24])[CH2:6][CH2:5]1.C(N(CC)CC)C.[N:32]1[C:37]2[O:38][CH2:39][CH2:40][O:41][C:36]=2[CH:35]=[C:34]([CH:42]=O)[N:33]=1.[BH-](OC(C)=O)(OC(C)=O)OC(C)=O.[Na+].C([O-])(O)=O.[Na+]. The catalyst is C(Cl)(Cl)Cl.CO. The product is [ClH:1].[N:32]1[C:37]2[O:38][CH2:39][CH2:40][O:41][C:36]=2[CH:35]=[C:34]([CH2:42][NH:3][CH:4]2[CH2:5][CH2:6][N:7]([CH2:10][CH2:11][N:12]3[C:21]4[C:16](=[N:17][CH:18]=[C:19]([O:22][CH3:23])[CH:20]=4)[CH:15]=[CH:14][C:13]3=[O:24])[CH2:8][CH2:9]2)[N:33]=1. The yield is 0.700. (5) The catalyst is C(#N)C. The yield is 0.600. The reactants are [CH3:1][S:2]([NH2:5])(=[O:4])=[O:3].CCN(CC)CC.[F:13][C:14]1[CH:15]=[C:16]([NH:21][C:22]([C:24]2[CH:25]=[C:26]([S:31](Cl)(=[O:33])=[O:32])[CH:27]=[CH:28][C:29]=2[F:30])=[O:23])[CH:17]=[CH:18][C:19]=1[F:20]. The product is [F:13][C:14]1[CH:15]=[C:16]([NH:21][C:22](=[O:23])[C:24]2[CH:25]=[C:26]([S:31](=[O:33])(=[O:32])[NH:5][S:2]([CH3:1])(=[O:4])=[O:3])[CH:27]=[CH:28][C:29]=2[F:30])[CH:17]=[CH:18][C:19]=1[F:20]. (6) The reactants are [CH2:1]([O:3][C:4](=[O:42])[CH:5]([N:7]([O:35][C:36]1[CH:41]=[CH:40][CH:39]=[CH:38][CH:37]=1)[PH:8]([CH2:10][C:11]([CH3:34])=[CH:12][CH2:13][C:14]1[C:15]([O:27]CC[Si](C)(C)C)=[C:16]2[C:20](=[C:21]([CH3:25])[C:22]=1[CH2:23][CH3:24])[CH2:19][O:18][C:17]2=[O:26])=[O:9])[CH3:6])[CH3:2].N1C=CC=CC=1. The catalyst is C(O)(C(F)(F)F)=O.C(Cl)Cl. The product is [CH2:1]([O:3][C:4](=[O:42])[CH:5]([N:7]([O:35][C:36]1[CH:41]=[CH:40][CH:39]=[CH:38][CH:37]=1)[PH:8]([CH2:10][C:11]([CH3:34])=[CH:12][CH2:13][C:14]1[C:15]([OH:27])=[C:16]2[C:20](=[C:21]([CH3:25])[C:22]=1[CH2:23][CH3:24])[CH2:19][O:18][C:17]2=[O:26])=[O:9])[CH3:6])[CH3:2]. The yield is 0.870. (7) The catalyst is CN(C=O)C.CCOCC. The reactants are [OH:1][CH2:2][C@H:3]([NH:11][C:12]([C@H:14]1[CH2:16][C@@H:15]1[C:17]1[S:18][CH:19]=[CH:20][CH:21]=1)=[O:13])[C:4]1[CH:9]=[CH:8][C:7]([OH:10])=[CH:6][CH:5]=1.[CH2:22]([CH:24]([CH2:27][CH3:28])[CH2:25]Br)[CH3:23].C([O-])([O-])=[O:30].[K+].[K+]. The product is [OH:1][CH:2]([OH:30])[C@H:3]([NH:11][C:12]([C@H:14]1[CH2:16][C@@H:15]1[C:17]1[S:18][CH:19]=[CH:20][CH:21]=1)=[O:13])[C:4]1[CH:5]=[CH:6][C:7]([O:10][CH2:25][CH:24]([CH2:27][CH3:28])[CH2:22][CH3:23])=[CH:8][CH:9]=1. The yield is 0.580.